From a dataset of Reaction yield outcomes from USPTO patents with 853,638 reactions. Predict the reaction yield, written as a fraction of the theoretical maximum amount of product (1.0 means a 100% yield; for example, 0.34 means a 34% yield). The reactants are [NH:1]1[CH2:6][CH2:5][O:4][CH2:3][CH2:2]1.Cl[C:8]1[N:13]=[C:12]([CH3:14])[C:11]([CH:15]([CH2:20][CH2:21][CH3:22])[C:16]([O:18][CH3:19])=[O:17])=[C:10]([C:23]2[CH:28]=[CH:27][C:26]([CH3:29])=[CH:25][CH:24]=2)[N:9]=1. The catalyst is O1CCCC1. The product is [CH3:14][C:12]1[C:11]([CH:15]([CH2:20][CH2:21][CH3:22])[C:16]([O:18][CH3:19])=[O:17])=[C:10]([C:23]2[CH:28]=[CH:27][C:26]([CH3:29])=[CH:25][CH:24]=2)[N:9]=[C:8]([N:1]2[CH2:6][CH2:5][O:4][CH2:3][CH2:2]2)[N:13]=1. The yield is 0.810.